Dataset: Reaction yield outcomes from USPTO patents with 853,638 reactions. Task: Predict the reaction yield, written as a fraction of the theoretical maximum amount of product (1.0 means a 100% yield; for example, 0.34 means a 34% yield). The reactants are [F:1][C:2]([F:11])([F:10])[C:3]1[N:8]=[CH:7][C:6]([OH:9])=[CH:5][N:4]=1.[F:12][C:13]1[CH:14]=[C:15]([CH:18]=[C:19]([F:22])[C:20]=1F)[CH:16]=[O:17].C([O-])([O-])=O.[K+].[K+]. The yield is 0.980. The catalyst is CN(C=O)C.O. The product is [F:12][C:13]1[CH:14]=[C:15]([CH:18]=[C:19]([F:22])[C:20]=1[O:9][C:6]1[CH:7]=[N:8][C:3]([C:2]([F:1])([F:10])[F:11])=[N:4][CH:5]=1)[CH:16]=[O:17].